The task is: Predict the reactants needed to synthesize the given product.. This data is from Full USPTO retrosynthesis dataset with 1.9M reactions from patents (1976-2016). (1) Given the product [Br:1][C:2]1[CH:7]=[CH:6][C:5]([CH:8]2[C:18]3[C:19](=[O:20])[C:14]([CH3:32])([CH3:13])[CH2:15][CH2:16][C:17]=3[N:21]([C:22]3[CH:27]=[CH:26][CH:25]=[C:24]([C:28]([F:29])([F:30])[F:31])[CH:23]=3)[C:10](=[O:11])[NH:9]2)=[CH:4][CH:3]=1, predict the reactants needed to synthesize it. The reactants are: [Br:1][C:2]1[CH:7]=[CH:6][C:5]([CH:8](Cl)[N:9]=[C:10]=[O:11])=[CH:4][CH:3]=1.[CH3:13][C:14]1([CH3:32])[C:19](=[O:20])[CH:18]=[C:17]([NH:21][C:22]2[CH:27]=[CH:26][CH:25]=[C:24]([C:28]([F:31])([F:30])[F:29])[CH:23]=2)[CH2:16][CH2:15]1. (2) Given the product [OH:3][S:2]([OH:5])(=[O:8])=[O:4].[O:3]=[S:2](=[O:5])=[O:4], predict the reactants needed to synthesize it. The reactants are: Cl[S:2]([OH:5])(=[O:4])=[O:3].C([O:8]CC)C.